From a dataset of Full USPTO retrosynthesis dataset with 1.9M reactions from patents (1976-2016). Predict the reactants needed to synthesize the given product. (1) The reactants are: Cl[C:2]1[C:7]2[CH:8]=[C:9]([S:11]([O-:13])=[O:12])[S:10][C:6]=2[CH:5]=[CH:4][N:3]=1.[Li+].[F:15][C:16]([F:26])([F:25])[C:17]1[CH:18]=[C:19]([CH:22]=[CH:23][CH:24]=1)[CH2:20]Br.[C:27]([O:31][C:32]([N:34]1[CH2:39][CH2:38][NH:37][CH2:36][CH2:35]1)=[O:33])([CH3:30])([CH3:29])[CH3:28]. Given the product [C:27]([O:31][C:32]([N:34]1[CH2:39][CH2:38][N:37]([C:2]2[C:7]3[CH:8]=[C:9]([S:11]([CH2:20][C:19]4[CH:22]=[CH:23][CH:24]=[C:17]([C:16]([F:26])([F:25])[F:15])[CH:18]=4)(=[O:13])=[O:12])[S:10][C:6]=3[CH:5]=[CH:4][N:3]=2)[CH2:36][CH2:35]1)=[O:33])([CH3:30])([CH3:28])[CH3:29], predict the reactants needed to synthesize it. (2) Given the product [NH2:3][C:4]1[C:13]([I:1])=[CH:12][C:11]([F:14])=[CH:10][C:5]=1[C:6]([O:8][CH3:9])=[O:7], predict the reactants needed to synthesize it. The reactants are: [I:1]I.[NH2:3][C:4]1[CH:13]=[CH:12][C:11]([F:14])=[CH:10][C:5]=1[C:6]([O:8][CH3:9])=[O:7].